From a dataset of Reaction yield outcomes from USPTO patents with 853,638 reactions. Predict the reaction yield, written as a fraction of the theoretical maximum amount of product (1.0 means a 100% yield; for example, 0.34 means a 34% yield). (1) The reactants are [NH2:1][CH2:2][CH2:3][CH2:4][CH2:5][C:6]1[CH:18]=[CH:17][C:9]([O:10][CH2:11][C:12]([N:14]([CH3:16])[CH3:15])=[O:13])=[CH:8][CH:7]=1.I.[NH2:20][C:21]1[C:22]([C:29]([NH:31][C:32](=[NH:35])SC)=[O:30])=[N:23][C:24]([Cl:28])=[C:25]([NH2:27])[N:26]=1. The catalyst is C(O)C. The product is [NH2:20][C:21]1[C:22]([C:29]([N:31]=[C:32]([NH2:35])[NH:1][CH2:2][CH2:3][CH2:4][CH2:5][C:6]2[CH:18]=[CH:17][C:9]([O:10][CH2:11][C:12]([N:14]([CH3:15])[CH3:16])=[O:13])=[CH:8][CH:7]=2)=[O:30])=[N:23][C:24]([Cl:28])=[C:25]([NH2:27])[N:26]=1. The yield is 0.280. (2) The reactants are Cl.C([N:9]([CH2:23][C@H:24]([OH:33])[CH2:25][O:26][C:27]1[CH:32]=[CH:31][CH:30]=[CH:29][CH:28]=1)[CH:10]1[CH2:16][CH2:15][CH2:14][C:13]2[CH:17]=[C:18]([OH:22])[C:19]([Cl:21])=[CH:20][C:12]=2[CH2:11]1)C1C=CC=CC=1.[H][H]. The catalyst is ClC1C=CC=CC=1.CO.[Pd]. The product is [ClH:21].[Cl:21][C:19]1[C:18]([OH:22])=[CH:17][C:13]2[CH2:14][CH2:15][CH2:16][CH:10]([NH:9][CH2:23][C@H:24]([OH:33])[CH2:25][O:26][C:27]3[CH:28]=[CH:29][CH:30]=[CH:31][CH:32]=3)[CH2:11][C:12]=2[CH:20]=1. The yield is 0.750. (3) The reactants are [Cl-].[NH4+].[CH2:3]([O:5][C:6](=[O:20])/[CH:7]=[CH:8]/[C:9]1[CH:10]=[N:11][C:12]([N+:17]([O-])=O)=[C:13]([O:15][CH3:16])[CH:14]=1)[CH3:4]. The catalyst is C(O)C.O.[Fe]. The product is [CH2:3]([O:5][C:6](=[O:20])/[CH:7]=[CH:8]/[C:9]1[CH:10]=[N:11][C:12]([NH2:17])=[C:13]([O:15][CH3:16])[CH:14]=1)[CH3:4]. The yield is 0.660. (4) The reactants are [C:1](O[BH-](OC(=O)C)OC(=O)C)(=O)[CH3:2].[F:14][C:15]1[CH:16]=[C:17]([NH:21][C:22](=[O:49])[CH2:23][C:24]2[NH:28][N:27]=[C:26]([NH:29][C:30]3[C:39]4[C:34](=[CH:35][C:36]([O:40][CH2:41][CH2:42][CH2:43][NH:44][CH2:45][CH2:46][CH2:47][OH:48])=[CH:37][CH:38]=4)[N:33]=[CH:32][N:31]=3)[CH:25]=2)[CH:18]=[CH:19][CH:20]=1.C(=O)C. The catalyst is CN(C)C=O. The product is [CH2:1]([N:44]([CH2:45][CH2:46][CH2:47][OH:48])[CH2:43][CH2:42][CH2:41][O:40][C:36]1[CH:35]=[C:34]2[C:39]([C:30]([NH:29][C:26]3[CH:25]=[C:24]([CH2:23][C:22]([NH:21][C:17]4[CH:18]=[CH:19][CH:20]=[C:15]([F:14])[CH:16]=4)=[O:49])[NH:28][N:27]=3)=[N:31][CH:32]=[N:33]2)=[CH:38][CH:37]=1)[CH3:2]. The yield is 0.340. (5) The reactants are [H-].C([Al+]CC(C)C)C(C)C.C[O:12][C:13]([CH:15]1[CH2:20][O:19][CH2:18][CH2:17][N:16]1[C:21]([O:23][C:24]([CH3:27])([CH3:26])[CH3:25])=[O:22])=O. The catalyst is C1(C)C=CC=CC=1. The product is [C:24]([O:23][C:21]([N:16]1[CH2:17][CH2:18][O:19][CH2:20][CH:15]1[CH:13]=[O:12])=[O:22])([CH3:27])([CH3:26])[CH3:25]. The yield is 0.620. (6) The reactants are [CH:1]([N-:4][CH:5]=[CH:6][N-:7][CH:8]([CH3:10])[CH3:9])([CH3:3])[CH3:2].[Li+].[Li+].[Cl:13][SiH:14](Cl)Cl. The catalyst is CCCCCC. The product is [Cl:13][SiH:14]1[N:7]([CH:8]([CH3:10])[CH3:9])[CH:6]=[CH:5][N:4]1[CH:1]([CH3:3])[CH3:2]. The yield is 0.340. (7) The reactants are Br[C:2]1[CH:7]=[C:6]([C:8]2[N:9]=[C:10]([NH:13][C:14]3[CH:19]=[CH:18][CH:17]=[C:16]([CH3:20])[CH:15]=3)[S:11][CH:12]=2)[CH:5]=[CH:4][N:3]=1.[CH3:21][N:22]1[CH2:27][CH2:26][NH:25][CH2:24][CH2:23]1. The catalyst is O. The product is [CH3:20][C:16]1[CH:15]=[C:14]([NH:13][C:10]2[S:11][CH:12]=[C:8]([C:6]3[CH:5]=[CH:4][N:3]=[C:2]([N:25]4[CH2:26][CH2:27][N:22]([CH3:21])[CH2:23][CH2:24]4)[CH:7]=3)[N:9]=2)[CH:19]=[CH:18][CH:17]=1. The yield is 0.570.